This data is from Forward reaction prediction with 1.9M reactions from USPTO patents (1976-2016). The task is: Predict the product of the given reaction. (1) Given the reactants [C:1]([O:5][C:6](=[O:35])[CH2:7][C@H:8]1[CH2:13][C@@H:12]([CH2:14][CH2:15][N:16]2[C:20]([CH:21]([CH3:23])[CH3:22])=[C:19]([CH2:24][OH:25])[N:18]=[C:17]2[C:26]2[CH:31]=[CH:30][C:29]([F:32])=[CH:28][CH:27]=2)[O:11][C:10]([CH3:34])([CH3:33])[O:9]1)([CH3:4])([CH3:3])[CH3:2].CCOC(C)=O, predict the reaction product. The product is: [C:1]([O:5][C:6](=[O:35])[CH2:7][C@H:8]1[CH2:13][C@@H:12]([CH2:14][CH2:15][N:16]2[C:20]([CH:21]([CH3:23])[CH3:22])=[C:19]([CH:24]=[O:25])[N:18]=[C:17]2[C:26]2[CH:27]=[CH:28][C:29]([F:32])=[CH:30][CH:31]=2)[O:11][C:10]([CH3:33])([CH3:34])[O:9]1)([CH3:2])([CH3:3])[CH3:4]. (2) Given the reactants CS(O[CH2:6][CH:7]1[CH2:11][C:10]2[C:12]3[C:24]([C:25]([NH:27][CH3:28])=[O:26])=[C:23]([C:29]4[CH:34]=[CH:33][C:32]([F:35])=[CH:31][CH:30]=4)[O:22][C:13]=3[CH:14]=[C:15]([N:16]([CH3:21])[S:17]([CH3:20])(=[O:19])=[O:18])[C:9]=2[O:8]1)(=O)=O.[NH:36]1[CH2:41][CH2:40][O:39][CH2:38][CH2:37]1.C([O-])([O-])=O.[K+].[K+].O, predict the reaction product. The product is: [F:35][C:32]1[CH:31]=[CH:30][C:29]([C:23]2[O:22][C:13]3[CH:14]=[C:15]([N:16]([CH3:21])[S:17]([CH3:20])(=[O:19])=[O:18])[C:9]4[O:8][CH:7]([CH2:6][N:36]5[CH2:41][CH2:40][O:39][CH2:38][CH2:37]5)[CH2:11][C:10]=4[C:12]=3[C:24]=2[C:25]([NH:27][CH3:28])=[O:26])=[CH:34][CH:33]=1. (3) Given the reactants N(C(OC(C)C)=O)=NC(OC(C)C)=O.[CH3:15][S:16]([C:19]1[CH:24]=[CH:23][C:22]([C:25]2[N:30]=[CH:29][C:28]([OH:31])=[CH:27][CH:26]=2)=[CH:21][CH:20]=1)(=[O:18])=[O:17].[CH3:32][CH:33]([C:35]1[N:39]=[C:38]([N:40]2[CH2:45][CH2:44][CH:43]([CH2:46]O)[CH2:42][CH2:41]2)[O:37][N:36]=1)[CH3:34].C1C=CC(P(C2C=CC=CC=2)C2C=CC=CC=2)=CC=1, predict the reaction product. The product is: [CH3:34][CH:33]([C:35]1[N:39]=[C:38]([N:40]2[CH2:41][CH2:42][CH:43]([CH2:46][O:31][C:28]3[CH:27]=[CH:26][C:25]([C:22]4[CH:21]=[CH:20][C:19]([S:16]([CH3:15])(=[O:18])=[O:17])=[CH:24][CH:23]=4)=[N:30][CH:29]=3)[CH2:44][CH2:45]2)[O:37][N:36]=1)[CH3:32]. (4) The product is: [C:1]([OH:9])(=[O:8])[C:2]1[CH:7]=[CH:6][CH:5]=[CH:4][CH:3]=1.[CH3:22][C:23]([CH3:31])([CH:26]([OH:30])[CH:27]([CH3:29])[CH3:28])[CH2:24][OH:25].[C:11]1([CH3:21])[C:12]([C:17]([O-:19])=[O:18])=[CH:13][CH:14]=[CH:15][CH:16]=1. Given the reactants [C:1]([O:9]C)(=[O:8])[C:2]1[CH:7]=[CH:6][CH:5]=[CH:4][CH:3]=1.[C:11]1([CH3:21])[C:12]([C:17]([O:19]C)=[O:18])=[CH:13][CH:14]=[CH:15][CH:16]=1.[CH3:22][C:23]([CH3:31])([CH:26]([OH:30])[CH:27]([CH3:29])[CH3:28])[CH2:24][OH:25].C[O-].[K+], predict the reaction product. (5) The product is: [CH2:8]([N:5]1[CH2:6][CH2:7][CH:2]([NH:1][C:19]2[N:18]=[N:17][C:16]([Cl:15])=[CH:21][CH:20]=2)[CH2:3][CH2:4]1)[C:9]1[CH:14]=[CH:13][CH:12]=[CH:11][CH:10]=1. Given the reactants [NH2:1][CH:2]1[CH2:7][CH2:6][N:5]([CH2:8][C:9]2[CH:14]=[CH:13][CH:12]=[CH:11][CH:10]=2)[CH2:4][CH2:3]1.[Cl:15][C:16]1[N:17]=[N:18][C:19](Cl)=[CH:20][CH:21]=1.C(O)CCC.O, predict the reaction product. (6) Given the reactants [Br:1][C:2]1[CH:3]=[CH:4][C:5]([Cl:21])=[C:6]([C:8]([C:10]2[CH:15]=[CH:14][C:13]([O:16][CH2:17][CH3:18])=[C:12]([F:19])[C:11]=2[F:20])=O)[CH:7]=1.B(F)(F)F.CCOCC.C(=O)(O)[O-].[Na+], predict the reaction product. The product is: [Br:1][C:2]1[CH:3]=[CH:4][C:5]([Cl:21])=[C:6]([CH2:8][C:10]2[CH:15]=[CH:14][C:13]([O:16][CH2:17][CH3:18])=[C:12]([F:19])[C:11]=2[F:20])[CH:7]=1. (7) Given the reactants [C:1](=[O:4])([O-])[O-:2].[K+].[K+].[CH3:7][O:8][C:9]1[CH:14]=[CH:13][CH:12]=[CH:11][C:10]=1[N:15]1[CH2:20][CH2:19][CH:18]([CH2:21][NH2:22])[CH2:17][CH2:16]1.[OH2:23].CN(C)[CH:26]=[O:27], predict the reaction product. The product is: [CH2:1]1[O:4][C:14]2[C:13]3[O:23][C@@H:17]([CH2:18][NH:22][CH2:21][CH:18]4[CH2:19][CH2:20][N:15]([C:10]5[CH:11]=[CH:12][CH:13]=[CH:14][C:9]=5[O:8][CH3:7])[CH2:16][CH2:17]4)[CH2:16][O:27][C:26]=3[CH:11]=[CH:10][C:9]=2[O:2]1.